Dataset: Reaction yield outcomes from USPTO patents with 853,638 reactions. Task: Predict the reaction yield, written as a fraction of the theoretical maximum amount of product (1.0 means a 100% yield; for example, 0.34 means a 34% yield). (1) The reactants are C(N(CC)CC)C.C(O)=O.[C:11]([O:15][C:16]([C:18]1[CH:23]=[CH:22][C:21]([CH2:24][CH2:25][C:26]([CH2:39][C:40]2[CH:45]=[CH:44][C:43]([C:46]([O:48][CH3:49])=[O:47])=[CH:42][CH:41]=2)(C(OCC=C)=O)[C:27]([O:29]CC=C)=[O:28])=[CH:20][CH:19]=1)=[O:17])([CH3:14])([CH3:13])[CH3:12].C1(P(C2C=CC=CC=2)C2C=CC=CC=2)C=CC=CC=1. The catalyst is O1CCOCC1.C([O-])(=O)C.[Pd+2].C([O-])(=O)C. The product is [C:11]([O:15][C:16]([C:18]1[CH:19]=[CH:20][C:21]([CH2:24][CH2:25][CH:26]([CH2:39][C:40]2[CH:45]=[CH:44][C:43]([C:46]([O:48][CH3:49])=[O:47])=[CH:42][CH:41]=2)[C:27]([OH:29])=[O:28])=[CH:22][CH:23]=1)=[O:17])([CH3:13])([CH3:14])[CH3:12]. The yield is 0.610. (2) The reactants are [C:1]([N:9]1[CH2:14][CH2:13][N:12]([C:15]2[CH:20]=[C:19]([NH:21][C:22]3[CH:27]=[CH:26][CH:25]=[CH:24][CH:23]=3)[C:18]([NH2:28])=[CH:17][CH:16]=2)[CH2:11][CH2:10]1)(=[O:8])[C:2]1[CH:7]=[CH:6][CH:5]=[CH:4][CH:3]=1.C=O.[C:31](O[BH-](OC(=O)C)OC(=O)C)(=O)C.[Na+]. The catalyst is C(O)(=O)C.ClCCCl. The product is [CH3:31][NH:28][C:18]1[CH:17]=[CH:16][C:15]([N:12]2[CH2:13][CH2:14][N:9]([C:1]([C:2]3[CH:7]=[CH:6][CH:5]=[CH:4][CH:3]=3)=[O:8])[CH2:10][CH2:11]2)=[CH:20][C:19]=1[NH:21][C:22]1[CH:27]=[CH:26][CH:25]=[CH:24][CH:23]=1. The yield is 0.100. (3) The reactants are [Cl:1][C:2]1[CH:7]=[CH:6][C:5]([C:8]2([OH:41])[CH2:13][CH2:12][N:11]([CH2:14][CH2:15][CH:16]=[C:17]3[C:23]4[CH:24]=[CH:25][CH:26]=[N:27][C:22]=4[CH2:21][O:20][C:19]4[CH:28]=[CH:29][C:30]([O:32][CH2:33][CH2:34][O:35]C(=O)C)=[CH:31][C:18]3=4)[CH2:10][C:9]2([CH3:40])[CH3:39])=[CH:4][CH:3]=1.[OH-].[Na+]. The catalyst is C(O)C.O.C(OCC)(=O)C. The product is [Cl:1][C:2]1[CH:7]=[CH:6][C:5]([C:8]2([OH:41])[CH2:13][CH2:12][N:11]([CH2:14][CH2:15][CH:16]=[C:17]3[C:23]4[CH:24]=[CH:25][CH:26]=[N:27][C:22]=4[CH2:21][O:20][C:19]4[CH:28]=[CH:29][C:30]([O:32][CH2:33][CH2:34][OH:35])=[CH:31][C:18]3=4)[CH2:10][C:9]2([CH3:39])[CH3:40])=[CH:4][CH:3]=1. The yield is 0.600. (4) The reactants are C(N(CC)CC)C.Br[CH2:9][C:10]([O:12][CH2:13][CH3:14])=[O:11].[F:15][CH:16]([F:35])[C:17]1[N:18]([C:23]2[C:32]3[C:27](=[CH:28][CH:29]=[CH:30][CH:31]=3)[C:26]([CH2:33][CH3:34])=[CH:25][CH:24]=2)[C:19]([SH:22])=[N:20][N:21]=1. The catalyst is ClCCl. The product is [F:35][CH:16]([F:15])[C:17]1[N:18]([C:23]2[C:32]3[C:27](=[CH:28][CH:29]=[CH:30][CH:31]=3)[C:26]([CH2:33][CH3:34])=[CH:25][CH:24]=2)[C:19]([S:22][CH2:9][C:10]([O:12][CH2:13][CH3:14])=[O:11])=[N:20][N:21]=1. The yield is 0.960. (5) The reactants are Br[C:2]1[N:7]2[N:8]=[CH:9][N:10]=[C:6]2[C:5]([NH:11][C:12]2[S:13][CH:14]=[C:15]([CH2:17][N:18]3[CH2:23][CH2:22][O:21][CH2:20][CH2:19]3)[N:16]=2)=[N:4][CH:3]=1.[NH:24]1[CH:28]=[C:27](B2OC(C)(C)C(C)(C)O2)[CH:26]=[N:25]1.CC(C)([O-])C.[Na+]. The catalyst is CN(C=O)C.O.C1(P(C2C=CC=CC=2)C2C=CC=CC=2)C=CC=CC=1.[Pd].[Pd].[Pd].[Pd]. The product is [NH:24]1[CH:28]=[C:27]([C:2]2[N:7]3[N:8]=[CH:9][N:10]=[C:6]3[C:5]([NH:11][C:12]3[S:13][CH:14]=[C:15]([CH2:17][N:18]4[CH2:23][CH2:22][O:21][CH2:20][CH2:19]4)[N:16]=3)=[N:4][CH:3]=2)[CH:26]=[N:25]1. The yield is 0.290. (6) The reactants are [BH4-].[Na+].[N:3]([C@@H:6]1[CH2:11][CH2:10][N:9]([C:12]([O:14][CH2:15][C:16]2[CH:21]=[CH:20][CH:19]=[CH:18][CH:17]=2)=[O:13])[CH2:8][C@H:7]1OS(C1C=CC(C)=CC=1)(=O)=O)=[N+]=[N-].N([C@H]1[C@H](OS(C2C=CC(C)=CC=2)(=O)=O)CCN(C(OCC2C=CC=CC=2)=O)C1)=[N+]=[N-].[P:63](Cl)(=[O:70])([O:67][CH2:68][CH3:69])[O:64][CH2:65][CH3:66]. The catalyst is CO.C(Cl)Cl.O. The product is [CH2:65]([O:64][P:63]([N:3]1[CH:7]2[CH:6]1[CH2:11][CH2:10][N:9]([C:12]([O:14][CH2:15][C:16]1[CH:17]=[CH:18][CH:19]=[CH:20][CH:21]=1)=[O:13])[CH2:8]2)([O:67][CH2:68][CH3:69])=[O:70])[CH3:66]. The yield is 0.550. (7) The reactants are C(OC([N:8]1[CH2:13][CH2:12][N:11]([C:14]([C:16]2[C:17]3[C:31](/[CH:32]=[CH:33]/[C:34]4[CH:35]=[C:36]5[C:40](=[CH:41][CH:42]=4)[CH2:39][N:38]([CH3:43])[C:37]5=[O:44])=[N:30][N:29](C4CCCCO4)[C:18]=3[N:19]=[C:20]([C:22]3[CH:27]=[CH:26][C:25]([OH:28])=[CH:24][CH:23]=3)[CH:21]=2)=[O:15])[CH2:10][CH2:9]1)=O)(C)(C)C.Cl.C(OCC)C. The catalyst is CO.O1CCOCC1. The product is [OH:28][C:25]1[CH:26]=[CH:27][C:22]([C:20]2[N:19]=[C:18]3[NH:29][N:30]=[C:31](/[CH:32]=[CH:33]/[C:34]4[CH:35]=[C:36]5[C:40]([CH2:39][N:38]([CH3:43])[C:37]5=[O:44])=[CH:41][CH:42]=4)[C:17]3=[C:16]([C:14]([N:11]3[CH2:10][CH2:9][NH:8][CH2:13][CH2:12]3)=[O:15])[CH:21]=2)=[CH:23][CH:24]=1. The yield is 0.960. (8) The reactants are [CH3:1][C:2]1[NH:7][C:6](=[O:8])[C:5]([C:9]#[N:10])=[C:4]([C:11]2[CH:16]=[CH:15][N:14]=[CH:13][CH:12]=2)[CH:3]=1.[BH4-].[Na+].II.Cl. The catalyst is C1COCC1. The product is [NH2:10][CH2:9][C:5]1[C:6](=[O:8])[NH:7][C:2]([CH3:1])=[CH:3][C:4]=1[C:11]1[CH:12]=[CH:13][N:14]=[CH:15][CH:16]=1. The yield is 0.310. (9) The reactants are [CH2:1]([O:3][C:4](=[O:14])[CH2:5][CH2:6][CH2:7][CH2:8][CH2:9][CH2:10][CH2:11][CH:12]=[CH2:13])[CH3:2].[F:15][C:16]1[CH:23]=[CH:22][CH:21]=[CH:20][C:17]=1C=C. The catalyst is ClCCl. The product is [CH2:1]([O:3][C:4](=[O:14])[CH2:5][CH2:6][CH2:7][CH2:8][CH2:9][CH2:10][CH2:11][CH:12]=[CH:13][C:17]1[CH:20]=[CH:21][CH:22]=[CH:23][C:16]=1[F:15])[CH3:2]. The yield is 0.570.